Predict which catalyst facilitates the given reaction. From a dataset of Catalyst prediction with 721,799 reactions and 888 catalyst types from USPTO. (1) Reactant: Cl[C:2]1[N:7]=[C:6]([C:8]2[CH:13]=[CH:12][C:11]([F:14])=[C:10]([Cl:15])[CH:9]=2)[CH:5]=[C:4]([N:16]2[CH2:21][CH2:20][N:19]([C:22]3[C:27]([C:28]([F:31])([F:30])[F:29])=[CH:26][CH:25]=[CH:24][N:23]=3)[CH2:18][CH2:17]2)[N:3]=1.[O:32]1CCC[CH2:33]1.C[O-].[Na+]. Product: [Cl:15][C:10]1[CH:9]=[C:8]([C:6]2[CH:5]=[C:4]([N:16]3[CH2:21][CH2:20][N:19]([C:22]4[C:27]([C:28]([F:31])([F:30])[F:29])=[CH:26][CH:25]=[CH:24][N:23]=4)[CH2:18][CH2:17]3)[N:3]=[C:2]([O:32][CH3:33])[N:7]=2)[CH:13]=[CH:12][C:11]=1[F:14]. The catalyst class is: 5. (2) Reactant: [Cl:1][C:2]1[CH:3]=[C:4]([CH2:8][O:9][C:10]2[CH:11]=[CH:12][C:13]([CH3:30])=[C:14]([C:16]([NH:18][C:19]3[CH:24]=[CH:23][C:22]([CH2:25][C:26]([OH:28])=[O:27])=[CH:21][C:20]=3[CH3:29])=[O:17])[CH:15]=2)[CH:5]=[CH:6][CH:7]=1.[OH:31][CH2:32][C:33]([CH2:37][OH:38])([CH2:35][OH:36])[NH2:34]. Product: [OH:31][CH2:32][C:33]([CH2:37][OH:38])([CH2:35][OH:36])[NH2:34].[Cl:1][C:2]1[CH:3]=[C:4]([CH2:8][O:9][C:10]2[CH:11]=[CH:12][C:13]([CH3:30])=[C:14]([C:16]([NH:18][C:19]3[CH:24]=[CH:23][C:22]([CH2:25][C:26]([OH:28])=[O:27])=[CH:21][C:20]=3[CH3:29])=[O:17])[CH:15]=2)[CH:5]=[CH:6][CH:7]=1. The catalyst class is: 21.